Dataset: Forward reaction prediction with 1.9M reactions from USPTO patents (1976-2016). Task: Predict the product of the given reaction. Given the reactants [H-].C([Al+]CC(C)C)C(C)C.[F:11][C:12]1[CH:19]=[C:18]([N:20]2[CH:24]=[CH:23][CH:22]=[N:21]2)[CH:17]=[CH:16][C:13]=1[C:14]#N.C[OH:26].Cl, predict the reaction product. The product is: [F:11][C:12]1[CH:19]=[C:18]([N:20]2[CH:24]=[CH:23][CH:22]=[N:21]2)[CH:17]=[CH:16][C:13]=1[CH:14]=[O:26].